From a dataset of Forward reaction prediction with 1.9M reactions from USPTO patents (1976-2016). Predict the product of the given reaction. Given the reactants O[CH2:2][C:3]1[N:4]=[C:5]2[CH:10]=[C:9]([S:11][C:12]3[CH:17]=[CH:16][C:15]([NH:18][C:19]([CH:21]4[CH2:23][CH2:22]4)=[O:20])=[CH:14][CH:13]=3)[N:8]=[C:7]([NH:24][C:25]3[CH:29]=[C:28]([CH3:30])[NH:27][N:26]=3)[N:6]2[CH:31]=1.[CH3:32][NH2:33], predict the reaction product. The product is: [CH3:30][C:28]1[NH:27][N:26]=[C:25]([NH:24][C:7]2[N:6]3[CH:31]=[C:3]([CH2:2][NH:33][CH3:32])[N:4]=[C:5]3[CH:10]=[C:9]([S:11][C:12]3[CH:17]=[CH:16][C:15]([NH:18][C:19]([CH:21]4[CH2:23][CH2:22]4)=[O:20])=[CH:14][CH:13]=3)[N:8]=2)[CH:29]=1.